Task: Predict the product of the given reaction.. Dataset: Forward reaction prediction with 1.9M reactions from USPTO patents (1976-2016) (1) Given the reactants [Br:1][C:2]1[CH:8]=[C:7]([N+:9]([O-])=O)[C:5]([NH2:6])=[C:4]([CH3:12])[CH:3]=1.Cl[Sn]Cl, predict the reaction product. The product is: [Br:1][C:2]1[CH:8]=[C:7]([NH2:9])[C:5]([NH2:6])=[C:4]([CH3:12])[CH:3]=1. (2) Given the reactants B(Br)(Br)Br.C[O:6][C:7]1[CH:12]=[CH:11][C:10]([C:13]2[CH:18]=[CH:17][CH:16]=[C:15]([C:19]([O:21][CH3:22])=[O:20])[CH:14]=2)=[CH:9][C:8]=1[CH3:23].CO, predict the reaction product. The product is: [OH:6][C:7]1[CH:12]=[CH:11][C:10]([C:13]2[CH:18]=[CH:17][CH:16]=[C:15]([C:19]([O:21][CH3:22])=[O:20])[CH:14]=2)=[CH:9][C:8]=1[CH3:23]. (3) Given the reactants [CH3:1][C:2]1[C:6]([C:7]2[CH:12]=[CH:11][C:10]([CH3:13])=[CH:9][CH:8]=2)=[C:5]([NH2:14])[NH:4][N:3]=1.[F:15][C:16]([F:32])([F:31])[C:17]1[CH:18]=[C:19]([C:23](=O)[CH2:24][C:25](OCC)=[O:26])[CH:20]=[CH:21][CH:22]=1, predict the reaction product. The product is: [CH3:13][C:10]1[CH:11]=[CH:12][C:7]([C:6]2[C:2]([CH3:1])=[N:3][N:4]3[C:23]([C:19]4[CH:20]=[CH:21][CH:22]=[C:17]([C:16]([F:31])([F:32])[F:15])[CH:18]=4)=[CH:24][C:25](=[O:26])[NH:14][C:5]=23)=[CH:8][CH:9]=1. (4) Given the reactants Br[CH2:2][CH2:3][C:4]([F:8])=[C:5]([F:7])[F:6].[C:9]([O-:12])(=[O:11])[CH3:10].[Na+].O, predict the reaction product. The product is: [C:9]([O:12][CH2:2][CH2:3][C:4]([F:8])=[C:5]([F:7])[F:6])(=[O:11])[CH3:10]. (5) Given the reactants CC(C)([O-])C.[K+].C(O)(C)(C)C.[CH3:12][O:13][C:14](=[O:20])[CH2:15][C:16](=[O:19])[CH2:17][CH3:18].Br[CH2:22][C:23]1[CH:28]=[CH:27][C:26]([F:29])=[CH:25][C:24]=1[F:30], predict the reaction product. The product is: [CH3:12][O:13][C:14](=[O:20])[CH:15]([CH2:22][C:23]1[CH:28]=[CH:27][C:26]([F:29])=[CH:25][C:24]=1[F:30])[C:16](=[O:19])[CH2:17][CH3:18]. (6) Given the reactants Br[C:2]1[CH:3]=[CH:4][C:5]2[C:11]3[S:12][C:13]([C:15]4[N:19]([C:20]5[CH:25]=[CH:24][CH:23]=[CH:22][C:21]=5[Cl:26])[N:18]=[CH:17][N:16]=4)=[CH:14][C:10]=3[CH2:9][CH2:8][O:7][C:6]=2[CH:27]=1.[C:28]([Cu])#[N:29], predict the reaction product. The product is: [Cl:26][C:21]1[CH:22]=[CH:23][CH:24]=[CH:25][C:20]=1[N:19]1[C:15]([C:13]2[S:12][C:11]3[C:5]4[CH:4]=[CH:3][C:2]([C:28]#[N:29])=[CH:27][C:6]=4[O:7][CH2:8][CH2:9][C:10]=3[CH:14]=2)=[N:16][CH:17]=[N:18]1. (7) Given the reactants [C:1]([O:5][C:6]([N:8]1[CH2:13][CH2:12][N:11]([C:14](=[O:25])[C:15]2[CH:20]=[C:19]([CH:21](Cl)[CH3:22])[CH:18]=[CH:17][C:16]=2[F:24])[CH2:10][CH2:9]1)=[O:7])([CH3:4])([CH3:3])[CH3:2].[OH:26][C:27]1[CH:31]=[CH:30][S:29][C:28]=1[C:32]([NH2:34])=[O:33].C(=O)([O-])[O-].[K+].[K+], predict the reaction product. The product is: [C:1]([O:5][C:6]([N:8]1[CH2:13][CH2:12][N:11]([C:14](=[O:25])[C:15]2[CH:20]=[C:19]([CH:21]([O:26][C:27]3[CH:31]=[CH:30][S:29][C:28]=3[C:32](=[O:33])[NH2:34])[CH3:22])[CH:18]=[CH:17][C:16]=2[F:24])[CH2:10][CH2:9]1)=[O:7])([CH3:4])([CH3:3])[CH3:2].